This data is from Forward reaction prediction with 1.9M reactions from USPTO patents (1976-2016). The task is: Predict the product of the given reaction. (1) Given the reactants [F:1][C:2]1[CH:7]=[CH:6][C:5]([C:8]2[O:9][C:10]([C:13]([CH3:17])([CH3:16])[CH2:14][NH2:15])=[CH:11][N:12]=2)=[CH:4][CH:3]=1.[F:18][C:19]([F:35])([F:34])[C:20]1[O:24][N:23]=[C:22]([C:25]2[CH:26]=[C:27]([CH:31]=[CH:32][CH:33]=2)[C:28](O)=[O:29])[N:21]=1, predict the reaction product. The product is: [F:1][C:2]1[CH:3]=[CH:4][C:5]([C:8]2[O:9][C:10]([C:13]([CH3:17])([CH3:16])[CH2:14][NH:15][C:28](=[O:29])[C:27]3[CH:31]=[CH:32][CH:33]=[C:25]([C:22]4[N:21]=[C:20]([C:19]([F:35])([F:34])[F:18])[O:24][N:23]=4)[CH:26]=3)=[CH:11][N:12]=2)=[CH:6][CH:7]=1. (2) Given the reactants [Cl:1][C:2]1[C:3]([NH:9][S:10]([C:13]2[CH:22]=[CH:21][C:16]([C:17]([O:19][CH3:20])=[O:18])=[CH:15][CH:14]=2)(=[O:12])=[O:11])=[N:4][CH:5]=[C:6]([CH3:8])[CH:7]=1.Br[CH2:24][C:25]1[CH:30]=[CH:29][CH:28]=[CH:27][CH:26]=1, predict the reaction product. The product is: [CH2:24]([N:9]([C:3]1[C:2]([Cl:1])=[CH:7][C:6]([CH3:8])=[CH:5][N:4]=1)[S:10]([C:13]1[CH:22]=[CH:21][C:16]([C:17]([O:19][CH3:20])=[O:18])=[CH:15][CH:14]=1)(=[O:11])=[O:12])[C:25]1[CH:30]=[CH:29][CH:28]=[CH:27][CH:26]=1. (3) The product is: [O:20]=[C:14]1[CH:13]=[CH:12][C:11]([C:10]2[C:9]([C:21]3[CH:22]=[CH:23][CH:24]=[CH:25][CH:26]=3)=[N:8][N:5]3[CH:6]=[CH:7][C:2]([O:1][C:35]4[CH:36]=[C:31]([NH:30][C:27](=[O:29])[CH3:28])[CH:32]=[CH:33][CH:34]=4)=[CH:3][C:4]=23)=[N:16][N:15]1[CH:17]([CH3:19])[CH3:18]. Given the reactants [OH:1][C:2]1[CH:7]=[CH:6][N:5]2[N:8]=[C:9]([C:21]3[CH:26]=[CH:25][CH:24]=[CH:23][CH:22]=3)[C:10]([C:11]3[CH:12]=[CH:13][C:14](=[O:20])[N:15]([CH:17]([CH3:19])[CH3:18])[N:16]=3)=[C:4]2[CH:3]=1.[C:27]([NH:30][C:31]1[CH:32]=[C:33](B(O)O)[CH:34]=[CH:35][CH:36]=1)(=[O:29])[CH3:28].CCN(CC)CC, predict the reaction product. (4) Given the reactants S(Cl)(Cl)=O.[NH2:5][C:6]1[CH:14]=[CH:13][CH:12]=[C:11]([CH3:15])[C:7]=1[C:8]([OH:10])=O.[F:16][C:17]1[CH:23]=[CH:22][CH:21]=[CH:20][C:18]=1[NH2:19].Cl[CH2:25][C:26](Cl)=O.[Cl-].O.[SH:31][C:32]1[N:40]=[CH:39][N:38]=[C:37]2[C:33]=1[NH:34][CH:35]=[N:36]2.C([O-])([O-])=O.[K+].[K+], predict the reaction product. The product is: [F:16][C:17]1[CH:23]=[CH:22][CH:21]=[CH:20][C:18]=1[N:19]1[C:8](=[O:10])[C:7]2[C:6](=[CH:14][CH:13]=[CH:12][C:11]=2[CH3:15])[N:5]=[C:25]1[CH2:26][S:31][C:32]1[N:40]=[CH:39][N:38]=[C:37]2[C:33]=1[N:34]=[CH:35][NH:36]2. (5) Given the reactants C(OC([N:8]1[CH2:13][CH2:12][CH2:11][CH:10]([C:14]2[CH:19]=[CH:18][C:17]([NH:20][CH:21]3[CH2:26][CH2:25][CH2:24][CH2:23][CH2:22]3)=[CH:16][CH:15]=2)[CH2:9]1)=O)(C)(C)C.[ClH:27], predict the reaction product. The product is: [ClH:27].[ClH:27].[CH:21]1([NH:20][C:17]2[CH:18]=[CH:19][C:14]([CH:10]3[CH2:11][CH2:12][CH2:13][NH:8][CH2:9]3)=[CH:15][CH:16]=2)[CH2:26][CH2:25][CH2:24][CH2:23][CH2:22]1. (6) Given the reactants [OH-].[Li+].[Cl:3][C:4]1[CH:5]=[C:6]([CH2:10][O:11][C:12]2[CH:13]=[CH:14][C:15]([CH3:23])=[C:16]([CH:22]=2)[C:17]([O:19]CC)=[O:18])[CH:7]=[CH:8][CH:9]=1, predict the reaction product. The product is: [Cl:3][C:4]1[CH:5]=[C:6]([CH2:10][O:11][C:12]2[CH:13]=[CH:14][C:15]([CH3:23])=[C:16]([CH:22]=2)[C:17]([OH:19])=[O:18])[CH:7]=[CH:8][CH:9]=1. (7) Given the reactants [CH3:1][C:2]1([CH3:11])[CH2:7][O:6][CH2:5][CH2:4][N:3]1[CH2:8][CH2:9]O.C(Br)(Br)(Br)[Br:13].C1C=CC(P(C2C=CC=CC=2)C2C=CC=CC=2)=CC=1, predict the reaction product. The product is: [Br:13][CH2:9][CH2:8][N:3]1[CH2:4][CH2:5][O:6][CH2:7][C:2]1([CH3:11])[CH3:1].